Dataset: Full USPTO retrosynthesis dataset with 1.9M reactions from patents (1976-2016). Task: Predict the reactants needed to synthesize the given product. (1) The reactants are: [OH:1][CH2:2][C:3]1[CH:4]=[CH:5][C:6]([CH3:13])=[C:7]([NH:9][C:10](=[O:12])[CH3:11])[CH:8]=1.[H-].[Na+].Cl[CH2:17][CH2:18][CH2:19][O:20][CH3:21].[I-].[Na+]. Given the product [OH:1][CH2:2][C:3]1[CH:4]=[CH:5][C:6]([CH3:13])=[C:7]([N:9]([CH2:17][CH2:18][CH2:19][O:20][CH3:21])[C:10](=[O:12])[CH3:11])[CH:8]=1, predict the reactants needed to synthesize it. (2) Given the product [F:24][C:20]1[CH:19]=[C:18]([C:12]2([N:15]([CH3:17])[CH3:16])[CH2:11][CH2:10][C:7]3([CH2:8][CH2:9][NH:4][CH2:5][CH2:6]3)[CH2:14][CH2:13]2)[CH:23]=[CH:22][CH:21]=1, predict the reactants needed to synthesize it. The reactants are: C([N:4]1[CH2:9][CH2:8][C:7]2([CH2:14][CH2:13][C:12]([C:18]3[CH:23]=[CH:22][CH:21]=[C:20]([F:24])[CH:19]=3)([N:15]([CH3:17])[CH3:16])[CH2:11][CH2:10]2)[CH2:6][CH2:5]1)C=C.CN(C)C1(C2C=CC=CC=2)CCC2(CCNCC2)CC1. (3) Given the product [F:1][C:2]1[CH:30]=[CH:29][CH:28]=[C:27]([F:31])[C:3]=1[CH2:4][O:5][C:6]1[CH:7]=[CH:8][C:9]([CH3:26])=[C:10]([N:12]2[CH2:21][C:20]3[C:15](=[CH:16][C:17]([C:22]#[N:24])=[CH:18][CH:19]=3)[NH:14][C:13]2=[O:25])[CH:11]=1, predict the reactants needed to synthesize it. The reactants are: [F:1][C:2]1[CH:30]=[CH:29][CH:28]=[C:27]([F:31])[C:3]=1[CH2:4][O:5][C:6]1[CH:7]=[CH:8][C:9]([CH3:26])=[C:10]([N:12]2[CH2:21][C:20]3[C:15](=[CH:16][C:17]([C:22]([NH2:24])=O)=[CH:18][CH:19]=3)[NH:14][C:13]2=[O:25])[CH:11]=1.S(Cl)(Cl)=O. (4) The reactants are: [OH:1][C@H:2]1[CH2:19][CH2:18][C@@:17]2([CH3:20])[C@@H:4]([CH2:5][CH2:6][C@:7]3([CH3:46])[C@@H:16]2[CH2:15][CH2:14][C@H:13]2[C@@:8]3([CH3:45])[CH2:9][CH2:10][C@@:11]3([C:27]([N:29]4[CH2:33][CH2:32][CH2:31][C@@H:30]4[C:34]4[O:38][N:37]=[C:36]([C:39]5[CH:44]=[CH:43][CH:42]=[CH:41][CH:40]=5)[N:35]=4)=[O:28])[CH2:23][CH2:22][C@@H:21]([C:24]([CH3:26])=[CH2:25])[C@@H:12]32)[C:3]1([CH3:48])[CH3:47].Cl[C:50]1[CH:76]=[C:75](Cl)[CH:74]=[C:73](Cl)[C:51]=1[C:52]([O:54][C:55]([C@H:57]1[CH2:60][C@@H:59]([C:61](OCC2C=CC=CC=2)=[O:62])[C:58]1([CH3:72])[CH3:71])=[O:56])=O. Given the product [CH3:71][C:58]1([CH3:72])[CH:59]([C:61]([O:1][C@H:2]2[CH2:19][CH2:18][C@@:17]3([CH3:20])[C@@H:4]([CH2:5][CH2:6][C@:7]4([CH3:46])[C@@H:16]3[CH2:15][CH2:14][C@H:13]3[C@@:8]4([CH3:45])[CH2:9][CH2:10][C@@:11]4([C:27]([N:29]5[CH2:33][CH2:32][CH2:31][C@@H:30]5[C:34]5[O:38][N:37]=[C:36]([C:39]6[CH:40]=[CH:41][CH:42]=[CH:43][CH:44]=6)[N:35]=5)=[O:28])[CH2:23][CH2:22][C@@H:21]([C:24]([CH3:26])=[CH2:25])[C@@H:12]43)[C:3]2([CH3:48])[CH3:47])=[O:62])[CH2:60][CH:57]1[C:55]([O:54][CH2:52][C:51]1[CH:50]=[CH:76][CH:75]=[CH:74][CH:73]=1)=[O:56], predict the reactants needed to synthesize it. (5) Given the product [C:24]([NH:23][CH:17]1[CH2:18][CH:19]([CH3:22])[CH2:20][CH2:21][CH:16]1[C:14]([N:10]([CH:11]([CH3:13])[CH3:12])[C:9]1[CH:8]=[C:7]([C:27]2[CH:32]=[CH:31][CH:30]=[CH:29][CH:28]=2)[S:6][C:5]=1[C:3]([OH:4])=[O:2])=[O:15])(=[O:26])[CH3:25], predict the reactants needed to synthesize it. The reactants are: C[O:2][C:3]([C:5]1[S:6][C:7]([C:27]2[CH:32]=[CH:31][CH:30]=[CH:29][CH:28]=2)=[CH:8][C:9]=1[N:10]([C:14]([CH:16]1[CH2:21][CH2:20][CH:19]([CH3:22])[CH2:18][CH:17]1[NH:23][C:24](=[O:26])[CH3:25])=[O:15])[CH:11]([CH3:13])[CH3:12])=[O:4].O.[Li+].[OH-].